This data is from NCI-60 drug combinations with 297,098 pairs across 59 cell lines. The task is: Regression. Given two drug SMILES strings and cell line genomic features, predict the synergy score measuring deviation from expected non-interaction effect. (1) Drug 1: CC(CN1CC(=O)NC(=O)C1)N2CC(=O)NC(=O)C2. Drug 2: CN(C)N=NC1=C(NC=N1)C(=O)N. Cell line: HCT116. Synergy scores: CSS=29.5, Synergy_ZIP=-1.35, Synergy_Bliss=-2.09, Synergy_Loewe=-4.36, Synergy_HSA=-0.193. (2) Drug 1: CC(C)(C#N)C1=CC(=CC(=C1)CN2C=NC=N2)C(C)(C)C#N. Drug 2: N.N.Cl[Pt+2]Cl. Cell line: OVCAR-5. Synergy scores: CSS=35.1, Synergy_ZIP=-5.73, Synergy_Bliss=0.877, Synergy_Loewe=3.93, Synergy_HSA=2.28. (3) Drug 1: CN(CC1=CN=C2C(=N1)C(=NC(=N2)N)N)C3=CC=C(C=C3)C(=O)NC(CCC(=O)O)C(=O)O. Drug 2: CC1C(C(CC(O1)OC2CC(CC3=C2C(=C4C(=C3O)C(=O)C5=CC=CC=C5C4=O)O)(C(=O)C)O)N)O. Cell line: DU-145. Synergy scores: CSS=36.9, Synergy_ZIP=-9.65, Synergy_Bliss=-13.8, Synergy_Loewe=-11.8, Synergy_HSA=-8.18. (4) Drug 1: CC1=C(C(CCC1)(C)C)C=CC(=CC=CC(=CC(=O)O)C)C. Drug 2: CCC1(CC2CC(C3=C(CCN(C2)C1)C4=CC=CC=C4N3)(C5=C(C=C6C(=C5)C78CCN9C7C(C=CC9)(C(C(C8N6C)(C(=O)OC)O)OC(=O)C)CC)OC)C(=O)OC)O.OS(=O)(=O)O. Cell line: NCIH23. Synergy scores: CSS=13.4, Synergy_ZIP=0.767, Synergy_Bliss=4.41, Synergy_Loewe=3.36, Synergy_HSA=2.64. (5) Drug 1: CC1=C(N=C(N=C1N)C(CC(=O)N)NCC(C(=O)N)N)C(=O)NC(C(C2=CN=CN2)OC3C(C(C(C(O3)CO)O)O)OC4C(C(C(C(O4)CO)O)OC(=O)N)O)C(=O)NC(C)C(C(C)C(=O)NC(C(C)O)C(=O)NCCC5=NC(=CS5)C6=NC(=CS6)C(=O)NCCC[S+](C)C)O. Drug 2: CC1C(C(CC(O1)OC2CC(CC3=C2C(=C4C(=C3O)C(=O)C5=C(C4=O)C(=CC=C5)OC)O)(C(=O)CO)O)N)O.Cl. Cell line: NCIH23. Synergy scores: CSS=43.0, Synergy_ZIP=-12.6, Synergy_Bliss=-15.0, Synergy_Loewe=-10.3, Synergy_HSA=-8.78. (6) Drug 1: CN(C)N=NC1=C(NC=N1)C(=O)N. Drug 2: N.N.Cl[Pt+2]Cl. Cell line: K-562. Synergy scores: CSS=7.25, Synergy_ZIP=-3.84, Synergy_Bliss=-3.58, Synergy_Loewe=-32.7, Synergy_HSA=-3.39. (7) Drug 1: CNC(=O)C1=CC=CC=C1SC2=CC3=C(C=C2)C(=NN3)C=CC4=CC=CC=N4. Drug 2: CC1=CC2C(CCC3(C2CCC3(C(=O)C)OC(=O)C)C)C4(C1=CC(=O)CC4)C. Cell line: NCIH23. Synergy scores: CSS=-9.58, Synergy_ZIP=1.11, Synergy_Bliss=-2.68, Synergy_Loewe=-7.52, Synergy_HSA=-5.92. (8) Drug 1: CC=C1C(=O)NC(C(=O)OC2CC(=O)NC(C(=O)NC(CSSCCC=C2)C(=O)N1)C(C)C)C(C)C. Drug 2: C1=NNC2=C1C(=O)NC=N2. Cell line: NCI-H460. Synergy scores: CSS=41.5, Synergy_ZIP=-3.11, Synergy_Bliss=-1.35, Synergy_Loewe=-19.2, Synergy_HSA=-1.10. (9) Drug 1: CN(C)N=NC1=C(NC=N1)C(=O)N. Drug 2: C1=C(C(=O)NC(=O)N1)N(CCCl)CCCl. Cell line: HCC-2998. Synergy scores: CSS=7.62, Synergy_ZIP=-2.63, Synergy_Bliss=-2.34, Synergy_Loewe=-8.52, Synergy_HSA=-2.62. (10) Drug 1: CNC(=O)C1=NC=CC(=C1)OC2=CC=C(C=C2)NC(=O)NC3=CC(=C(C=C3)Cl)C(F)(F)F. Drug 2: C1CN(P(=O)(OC1)NCCCl)CCCl. Cell line: EKVX. Synergy scores: CSS=4.86, Synergy_ZIP=0.524, Synergy_Bliss=3.75, Synergy_Loewe=1.15, Synergy_HSA=2.54.